The task is: Predict the reaction yield, written as a fraction of the theoretical maximum amount of product (1.0 means a 100% yield; for example, 0.34 means a 34% yield).. This data is from Reaction yield outcomes from USPTO patents with 853,638 reactions. The reactants are [Cl:1][C:2]1[N:7]=[C:6]([CH2:8][C:9]([C:11]2[CH:16]=[CH:15][C:14]([F:17])=[CH:13][CH:12]=2)=O)[CH:5]=[CH:4][CH:3]=1.Cl.[NH2:19][OH:20].[OH-].[Na+]. The catalyst is CO. The product is [Cl:1][C:2]1[N:7]=[C:6]([CH2:8][C:9]([C:11]2[CH:16]=[CH:15][C:14]([F:17])=[CH:13][CH:12]=2)=[N:19][OH:20])[CH:5]=[CH:4][CH:3]=1. The yield is 0.860.